Dataset: Full USPTO retrosynthesis dataset with 1.9M reactions from patents (1976-2016). Task: Predict the reactants needed to synthesize the given product. Given the product [Cl:1][C:2]1[CH:3]=[CH:4][C:5]([CH2:8][OH:9])=[N:6][CH:7]=1, predict the reactants needed to synthesize it. The reactants are: [Cl:1][C:2]1[CH:3]=[CH:4][C:5]([C:8](OC)=[O:9])=[N:6][CH:7]=1.[BH4-].[Na+].